From a dataset of Peptide-MHC class II binding affinity with 134,281 pairs from IEDB. Regression. Given a peptide amino acid sequence and an MHC pseudo amino acid sequence, predict their binding affinity value. This is MHC class II binding data. (1) The MHC is HLA-DQA10501-DQB10302 with pseudo-sequence HLA-DQA10501-DQB10302. The binding affinity (normalized) is 0. The peptide sequence is KKDNQVAYLIIGILTLV. (2) The peptide sequence is KNTIVIPKGDFLTGP. The MHC is DRB1_0405 with pseudo-sequence DRB1_0405. The binding affinity (normalized) is 0. (3) The peptide sequence is TAAATAPADDKFTVF. The MHC is HLA-DQA10301-DQB10302 with pseudo-sequence HLA-DQA10301-DQB10302. The binding affinity (normalized) is 0.405.